From a dataset of Forward reaction prediction with 1.9M reactions from USPTO patents (1976-2016). Predict the product of the given reaction. (1) Given the reactants [Cl:1][C:2]1[CH:27]=[CH:26][C:5]([O:6][CH2:7][C:8]([N:10]2[CH2:15][C@@H:14]([CH3:16])[N:13]([CH2:17][C:18]3[CH:23]=[CH:22][C:21]([F:24])=[CH:20][CH:19]=3)[CH2:12][C@@H:11]2[CH3:25])=[O:9])=[C:4]([C:28]([OH:30])=O)[CH:3]=1.ClC(OCC(C)C)=O.[CH3:39][N:40]1CCOCC1.CN.O1CCCC1, predict the reaction product. The product is: [Cl:1][C:2]1[CH:27]=[CH:26][C:5]([O:6][CH2:7][C:8]([N:10]2[CH2:15][C@@H:14]([CH3:16])[N:13]([CH2:17][C:18]3[CH:23]=[CH:22][C:21]([F:24])=[CH:20][CH:19]=3)[CH2:12][C@@H:11]2[CH3:25])=[O:9])=[C:4]([C:28]([NH:40][CH3:39])=[O:30])[CH:3]=1. (2) Given the reactants [CH3:1][C:2]1[C:31]([C:32]([F:35])([F:34])[F:33])=[CH:30][CH:29]=[CH:28][C:3]=1[CH2:4][N:5]1[C:10](=[O:11])[C:9]([C:12](O)=[O:13])=[CH:8][N:7]([C:15]2[CH:20]=[CH:19][C:18]([N:21]3[CH2:25][CH2:24][NH:23][C:22]3=[O:26])=[CH:17][CH:16]=2)[C:6]1=[O:27].C1C=CC2N(O)N=[N:42]C=2C=1.C(Cl)CCl.N, predict the reaction product. The product is: [CH3:1][C:2]1[C:31]([C:32]([F:35])([F:33])[F:34])=[CH:30][CH:29]=[CH:28][C:3]=1[CH2:4][N:5]1[C:10](=[O:11])[C:9]([C:12]([NH2:42])=[O:13])=[CH:8][N:7]([C:15]2[CH:20]=[CH:19][C:18]([N:21]3[CH2:25][CH2:24][NH:23][C:22]3=[O:26])=[CH:17][CH:16]=2)[C:6]1=[O:27]. (3) Given the reactants [N:1]([CH2:4][C@@H:5]1[CH2:7][C@H:6]1[CH2:8][N:9]1[CH2:14][CH2:13][N:12]([C:15]2[C:16]3[CH:23]=[CH:22][C:21]([C:24]([F:27])([F:26])[F:25])=[CH:20][C:17]=3[S:18][CH:19]=2)[CH2:11][CH2:10]1)=[N+]=[N-].C1C=CC(P(C2C=CC=CC=2)C2C=CC=CC=2)=CC=1.O, predict the reaction product. The product is: [F:26][C:24]([F:25])([F:27])[C:21]1[CH:22]=[CH:23][C:16]2[C:15]([N:12]3[CH2:13][CH2:14][N:9]([CH2:8][C@@H:6]4[CH2:7][C@H:5]4[CH2:4][NH2:1])[CH2:10][CH2:11]3)=[CH:19][S:18][C:17]=2[CH:20]=1. (4) Given the reactants [O:1]1[CH2:4][CH:3]([N:5]2[CH2:10][CH2:9][NH:8][CH2:7][CH2:6]2)[CH2:2]1.F[C:12]1[CH:19]=[CH:18][C:17]([N+:20]([O-:22])=[O:21])=[CH:16][C:13]=1[C:14]#[N:15].C(=O)([O-])[O-].[K+].[K+], predict the reaction product. The product is: [N+:20]([C:17]1[CH:18]=[CH:19][C:12]([N:8]2[CH2:9][CH2:10][N:5]([CH:3]3[CH2:4][O:1][CH2:2]3)[CH2:6][CH2:7]2)=[C:13]([CH:16]=1)[C:14]#[N:15])([O-:22])=[O:21]. (5) Given the reactants [CH3:1][CH2:2][CH:3]([OH:6])[CH2:4][CH3:5].[H-].[Na+].Cl[C:10]1[C:19]2[C:14](=[C:15]([C:20]3[C:25]([CH3:26])=[CH:24][C:23]([CH3:27])=[CH:22][C:21]=3[CH3:28])[CH:16]=[CH:17][CH:18]=2)[N:13]=[C:12]([CH3:29])[CH:11]=1.CS(C)=O, predict the reaction product. The product is: [CH2:2]([CH:3]([O:6][C:10]1[C:19]2[C:14](=[C:15]([C:20]3[C:21]([CH3:28])=[CH:22][C:23]([CH3:27])=[CH:24][C:25]=3[CH3:26])[CH:16]=[CH:17][CH:18]=2)[N:13]=[C:12]([CH3:29])[CH:11]=1)[CH2:4][CH3:5])[CH3:1]. (6) Given the reactants Br[C:2]1[CH:11]=[C:10]2[C:5]([CH2:6][CH2:7][N:8]([C:12]3[CH:17]=[C:16]([N:18]4[CH2:23][CH2:22][N:21]([CH3:24])[CH2:20][CH2:19]4)[N:15]=[C:14]([NH2:25])[N:13]=3)[CH2:9]2)=[CH:4][CH:3]=1.[C:26]([NH2:29])(=[O:28])[CH3:27].P([O-])([O-])([O-])=O.[K+].[K+].[K+], predict the reaction product. The product is: [NH2:25][C:14]1[N:13]=[C:12]([N:8]2[CH2:7][CH2:6][C:5]3[C:10](=[CH:11][C:2]([C:10]4[CH:5]=[CH:6][C:7]([NH:29][C:26](=[O:28])[CH3:27])=[N:8][CH:9]=4)=[CH:3][CH:4]=3)[CH2:9]2)[CH:17]=[C:16]([N:18]2[CH2:23][CH2:22][N:21]([CH3:24])[CH2:20][CH2:19]2)[N:15]=1. (7) Given the reactants [CH3:1][C:2]1[N:3]([CH2:26][C:27]2[CH:32]=[CH:31][C:30]([C:33]3([C:36]([O:38][CH3:39])=[O:37])[CH2:35][CH2:34]3)=[CH:29][CH:28]=2)[C:4]2[C:9]([C:10]=1[CH3:11])=[CH:8][C:7]([C:12](=[O:25])[NH:13][C@H:14]([C:16]1[CH:21]=[CH:20][CH:19]=[C:18]([C:22]([CH3:24])=[CH2:23])[CH:17]=1)[CH3:15])=[CH:6][CH:5]=2, predict the reaction product. The product is: [CH:22]([C:18]1[CH:17]=[C:16]([C@@H:14]([NH:13][C:12]([C:7]2[CH:8]=[C:9]3[C:4](=[CH:5][CH:6]=2)[N:3]([CH2:26][C:27]2[CH:28]=[CH:29][C:30]([C:33]4([C:36]([O:38][CH3:39])=[O:37])[CH2:35][CH2:34]4)=[CH:31][CH:32]=2)[C:2]([CH3:1])=[C:10]3[CH3:11])=[O:25])[CH3:15])[CH:21]=[CH:20][CH:19]=1)([CH3:24])[CH3:23].